This data is from Reaction yield outcomes from USPTO patents with 853,638 reactions. The task is: Predict the reaction yield, written as a fraction of the theoretical maximum amount of product (1.0 means a 100% yield; for example, 0.34 means a 34% yield). (1) The reactants are [Cl:1][C:2]1[CH:7]=[CH:6][CH:5]=[CH:4][C:3]=1[C:8]1[N:12]([C:13]2[C:20]3[S:19][C:18]([NH2:21])=[N:17][C:16]=3[NH:15][N:14]=2)[CH:11]=[N:10][CH:9]=1.N1C=CC=CC=1.[C:28](Cl)(=[O:30])[CH3:29].CN(C)CCN. The catalyst is C1COCC1. The product is [Cl:1][C:2]1[CH:7]=[CH:6][CH:5]=[CH:4][C:3]=1[C:8]1[N:12]([C:13]2[C:20]3[S:19][C:18]([NH:21][C:28](=[O:30])[CH3:29])=[N:17][C:16]=3[NH:15][N:14]=2)[CH:11]=[N:10][CH:9]=1. The yield is 0.100. (2) The reactants are Cl[C:2]1[C:3]2[CH:10]=[CH:9][S:8][C:4]=2[N:5]=[CH:6][N:7]=1.[OH:11][CH:12]1[CH2:17][CH2:16][NH:15][CH2:14][CH2:13]1. The catalyst is C(O)(C)C. The product is [N:5]1[C:4]2[S:8][CH:9]=[CH:10][C:3]=2[C:2]([N:15]2[CH2:16][CH2:17][CH:12]([OH:11])[CH2:13][CH2:14]2)=[N:7][CH:6]=1. The yield is 0.580. (3) The reactants are C(OC([N:8]1[CH2:12][CH2:11][C@H:10]([O:13][CH3:14])[C@H:9]1[C:15](=[O:17])[NH2:16])=O)(C)(C)C.CO.[ClH:20]. No catalyst specified. The product is [ClH:20].[CH3:14][O:13][C@H:10]1[CH2:11][CH2:12][NH:8][C@@H:9]1[C:15]([NH2:16])=[O:17]. The yield is 0.380. (4) The reactants are O[CH2:2][C:3]1[CH:10]=[C:9]([CH3:11])[C:6]([C:7]#[N:8])=[C:5]([O:12][CH3:13])[N:4]=1.[C:14]1(=[O:24])[NH:18][C:17](=[O:19])[C:16]2=[CH:20][CH:21]=[CH:22][CH:23]=[C:15]12.C1(P(C2C=CC=CC=2)C2C=CC=CC=2)C=CC=CC=1.CC(OC(/N=N/C(OC(C)C)=O)=O)C. The catalyst is O1CCCC1. The product is [O:19]=[C:17]1[C:16]2[C:15](=[CH:23][CH:22]=[CH:21][CH:20]=2)[C:14](=[O:24])[N:18]1[CH2:2][C:3]1[CH:10]=[C:9]([CH3:11])[C:6]([C:7]#[N:8])=[C:5]([O:12][CH3:13])[N:4]=1. The yield is 0.820. (5) The reactants are [C:1]([C:3]1[C:4]([CH3:16])=[CH:5][C:6]([CH:13]2[CH2:15][CH2:14]2)=[C:7]([CH:12]=1)[C:8]([O:10][CH3:11])=[O:9])#[N:2].P(OCC)(OCC)([S-])=[S:18]. The catalyst is O1CCCC1.O. The product is [C:1]([C:3]1[C:4]([CH3:16])=[CH:5][C:6]([CH:13]2[CH2:15][CH2:14]2)=[C:7]([CH:12]=1)[C:8]([O:10][CH3:11])=[O:9])(=[S:18])[NH2:2]. The yield is 0.390. (6) The reactants are [Cl:1][C:2]1[C:3]2[C:17]([I:18])=[CH:16][N:15]([CH2:19][C:20]3[C:25]([CH3:26])=[C:24]([O:27][CH3:28])[C:23]([CH3:29])=[CH:22][N:21]=3)[C:4]=2[N:5]=[C:6]([NH:8]C(=O)C(C)(C)C)[N:7]=1.CCO.O. The catalyst is [Cl-].[Cl-].[Zn+2].O. The product is [Cl:1][C:2]1[C:3]2[C:17]([I:18])=[CH:16][N:15]([CH2:19][C:20]3[C:25]([CH3:26])=[C:24]([O:27][CH3:28])[C:23]([CH3:29])=[CH:22][N:21]=3)[C:4]=2[N:5]=[C:6]([NH2:8])[N:7]=1. The yield is 0.850. (7) The reactants are F[C:2](F)(F)[C:3]([OH:5])=[O:4].[CH2:8]([O:10][C:11](=[O:40])[C@@H:12]([CH:19](COC(=O)C)[C:20]1[CH:25]=[CH:24][C:23]([NH:26]C(OC(C)(C)C)=O)=[C:22]([CH3:34])[CH:21]=1)[CH2:13][C:14]([O:16][CH2:17][CH3:18])=[O:15])[CH3:9].Cl[CH2:42]Cl. No catalyst specified. The product is [CH2:8]([O:10][C:11](=[O:40])[C@H:12]([CH2:19][C:20]1[CH:25]=[CH:24][C:23]([NH2:26])=[C:22]([CH3:34])[C:21]=1[CH2:42][O:5][C:3](=[O:4])[CH3:2])[CH2:13][C:14]([O:16][CH2:17][CH3:18])=[O:15])[CH3:9]. The yield is 0.990. (8) The reactants are [Cl:1][C:2]1[CH:7]=[CH:6][C:5]([C:8]2(O)[CH2:13][CH2:12][N:11]([C:14]([O:16][C:17]([CH3:20])([CH3:19])[CH3:18])=[O:15])[CH2:10][CH:9]2[CH3:21])=[CH:4][CH:3]=1.Cl.[OH-].[Na+]. No catalyst specified. The product is [Cl:1][C:2]1[CH:7]=[CH:6][C:5]([C:8]2[CH2:13][CH2:12][N:11]([C:14]([O:16][C:17]([CH3:20])([CH3:19])[CH3:18])=[O:15])[CH2:10][C:9]=2[CH3:21])=[CH:4][CH:3]=1. The yield is 0.880. (9) The reactants are [CH2:1]([O:8][C:9](=O)O)[C:2]1[CH:7]=[CH:6][CH:5]=[CH:4][CH:3]=1.C(Cl)(=O)[C:13]([Cl:15])=[O:14]. The catalyst is C(Cl)Cl.CN(C=O)C. The product is [CH2:1]([O:8][CH2:9][C:13]([Cl:15])=[O:14])[C:2]1[CH:3]=[CH:4][CH:5]=[CH:6][CH:7]=1. The yield is 0.960. (10) The reactants are N([O-])=O.[Na+].N[C:6]1[CH:11]=[CH:10][C:9]([OH:12])=[C:8]([O:13][C:14]([F:17])([F:16])[F:15])[CH:7]=1.[FH:18].N1C=CC=CC=1.O.O.O.[F-].C([N+](CCCC)(CCCC)CCCC)CCC. The catalyst is C(OCC)(=O)C. The product is [F:18][C:6]1[CH:11]=[CH:10][C:9]([OH:12])=[C:8]([O:13][C:14]([F:17])([F:16])[F:15])[CH:7]=1. The yield is 0.179.